From a dataset of Peptide-MHC class II binding affinity with 134,281 pairs from IEDB. Regression. Given a peptide amino acid sequence and an MHC pseudo amino acid sequence, predict their binding affinity value. This is MHC class II binding data. (1) The peptide sequence is RIVVPCREQDELIGR. The MHC is DRB1_0901 with pseudo-sequence DRB1_0901. The binding affinity (normalized) is 0.340. (2) The peptide sequence is EKKYFAATQFAPLAA. The MHC is HLA-DQA10401-DQB10402 with pseudo-sequence HLA-DQA10401-DQB10402. The binding affinity (normalized) is 0.154. (3) The peptide sequence is GPATPAAPAAGYTPA. The MHC is DRB1_1302 with pseudo-sequence DRB1_1302. The binding affinity (normalized) is 0. (4) The peptide sequence is AGWLFHVRGARRSGD. The MHC is DRB1_0404 with pseudo-sequence DRB1_0404. The binding affinity (normalized) is 0.699. (5) The peptide sequence is AGLKTNDRKWCFEGP. The MHC is DRB1_1101 with pseudo-sequence DRB1_1101. The binding affinity (normalized) is 0.515. (6) The peptide sequence is TMAQMNQAFRNIVNM. The MHC is DRB3_0101 with pseudo-sequence DRB3_0101. The binding affinity (normalized) is 0.